This data is from Forward reaction prediction with 1.9M reactions from USPTO patents (1976-2016). The task is: Predict the product of the given reaction. Given the reactants [CH2:1]([N:3]1[C:11]2[C:6](=[CH:7][C:8]([N+:12]([O-])=O)=[CH:9][CH:10]=2)[C:5](=[O:15])[NH:4]1)[CH3:2].[F:16][C:17]([F:38])([F:37])[O:18][C:19]1[CH:24]=[CH:23][CH:22]=[CH:21][C:20]=1[C:25]1[O:26][C:27]([C:33]([F:36])([F:35])[F:34])=[C:28]([C:30](O)=[O:31])[N:29]=1.C(N1C2C(=CC(NC(C3C(C)=NN(C4C=CC=CC=4)N=3)=O)=CC=2)C(=O)N1)C, predict the reaction product. The product is: [CH2:1]([N:3]1[C:11]2[C:6](=[CH:7][C:8]([NH:12][C:30]([C:28]3[N:29]=[C:25]([C:20]4[CH:21]=[CH:22][CH:23]=[CH:24][C:19]=4[O:18][C:17]([F:37])([F:16])[F:38])[O:26][C:27]=3[C:33]([F:35])([F:36])[F:34])=[O:31])=[CH:9][CH:10]=2)[C:5](=[O:15])[NH:4]1)[CH3:2].